Task: Predict which catalyst facilitates the given reaction.. Dataset: Catalyst prediction with 721,799 reactions and 888 catalyst types from USPTO (1) The catalyst class is: 33. Product: [N:7]1[C:8]2[CH2:9][CH2:10][CH:11]=[C:2]([C:12]3[CH:19]=[CH:18][C:15]([C:16]#[N:17])=[CH:14][CH:13]=3)[C:3]=2[CH:4]=[N:5][CH:6]=1. Reactant: O[C:2]1([C:12]2[CH:19]=[CH:18][C:15]([C:16]#[N:17])=[CH:14][CH:13]=2)[CH2:11][CH2:10][CH2:9][C:8]2[N:7]=[CH:6][N:5]=[CH:4][C:3]1=2.C(=O)(O)[O-].[Na+]. (2) The catalyst class is: 3. Product: [CH3:29][O:28][CH2:27][CH2:26][N:16]1[CH:13]2[CH2:12][CH2:11][C:10]1([C:17]([C:19]1[CH:24]=[CH:23][N:22]=[CH:21][CH:20]=1)=[O:18])[CH2:15][CH2:14]2. Reactant: CCN(C(C)C)C(C)C.[C:10]12([C:17]([C:19]3[CH:24]=[CH:23][N:22]=[CH:21][CH:20]=3)=[O:18])[NH:16][CH:13]([CH2:14][CH2:15]1)[CH2:12][CH2:11]2.Br[CH2:26][CH2:27][O:28][CH3:29].